This data is from Catalyst prediction with 721,799 reactions and 888 catalyst types from USPTO. The task is: Predict which catalyst facilitates the given reaction. (1) Reactant: [CH2:1]([O:8][C:9]1[C:10]([CH2:15][NH2:16])=[N:11][CH:12]=[CH:13][CH:14]=1)[C:2]1[CH:7]=[CH:6][CH:5]=[CH:4][CH:3]=1.[OH-].[NH4+].[CH:19](O)=[O:20]. Product: [CH2:1]([O:8][C:9]1[C:10]([CH2:15][NH:16][CH:19]=[O:20])=[N:11][CH:12]=[CH:13][CH:14]=1)[C:2]1[CH:3]=[CH:4][CH:5]=[CH:6][CH:7]=1. The catalyst class is: 6. (2) Reactant: C([O:5]C(NOCC(O)=O)=O)(C)(C)C.C(OCC)(=O)C.[CH:20]1([N:26]=[C:27]=[N:28][CH:29]2[CH2:34][CH2:33][CH2:32][CH2:31][CH2:30]2)[CH2:25][CH2:24][CH2:23][CH2:22][CH2:21]1.ON1C(=O)CCC1=O. The catalyst class is: 10. Product: [CH:29]1([NH:28][C:27]([NH:26][CH:20]2[CH2:21][CH2:22][CH2:23][CH2:24][CH2:25]2)=[O:5])[CH2:34][CH2:33][CH2:32][CH2:31][CH2:30]1. (3) Reactant: C1(C[O:8][C:9]2[N:14]=[CH:13][C:12]([NH:15][C:16](=[O:18])[CH3:17])=[CH:11][CH:10]=2)C=CC=CC=1. Product: [OH:8][C:9]1[N:14]=[CH:13][C:12]([NH:15][C:16](=[O:18])[CH3:17])=[CH:11][CH:10]=1. The catalyst class is: 50. (4) Reactant: CS(C)=O.ClCCl.C(Cl)(=O)C(Cl)=O.[OH:14][CH2:15][CH2:16][CH2:17][CH2:18][C:19]([CH3:26])([CH3:25])[C:20]([O:22][CH2:23][CH3:24])=[O:21]. Product: [CH3:26][C:19]([CH3:25])([CH2:18][CH2:17][CH2:16][CH:15]=[O:14])[C:20]([O:22][CH2:23][CH3:24])=[O:21]. The catalyst class is: 66.